From a dataset of Catalyst prediction with 721,799 reactions and 888 catalyst types from USPTO. Predict which catalyst facilitates the given reaction. Reactant: C([Mg]Cl)CCC.[Li]CCCC.Br[C:13]1[CH:18]=[C:17]([Cl:19])[CH:16]=[CH:15][C:14]=1[CH3:20].[C:21]([N:28]1[CH2:33][CH2:32][CH:31]([C:34](=[O:39])N(OC)C)[CH2:30][CH2:29]1)([O:23][C:24]([CH3:27])([CH3:26])[CH3:25])=[O:22].C(O)(=O)CC(CC(O)=O)(C(O)=O)O. Product: [Cl:19][C:17]1[CH:16]=[CH:15][C:14]([CH3:20])=[C:13]([CH:18]=1)[C:34]([CH:31]1[CH2:32][CH2:33][N:28]([C:21]([O:23][C:24]([CH3:27])([CH3:26])[CH3:25])=[O:22])[CH2:29][CH2:30]1)=[O:39]. The catalyst class is: 1.